This data is from CYP2C9 inhibition data for predicting drug metabolism from PubChem BioAssay. The task is: Regression/Classification. Given a drug SMILES string, predict its absorption, distribution, metabolism, or excretion properties. Task type varies by dataset: regression for continuous measurements (e.g., permeability, clearance, half-life) or binary classification for categorical outcomes (e.g., BBB penetration, CYP inhibition). Dataset: cyp2c9_veith. The drug is CCc1cc2c(=O)n(-c3ccccc3)c(=S)[nH]c2s1. The result is 1 (inhibitor).